Dataset: Full USPTO retrosynthesis dataset with 1.9M reactions from patents (1976-2016). Task: Predict the reactants needed to synthesize the given product. (1) Given the product [Cl:28][C:29]1[CH:37]=[C:36]2[C:32]([CH:33]=[CH:34][N:35]2[CH:38]2[CH2:43][CH2:42][N:41]([CH2:27][CH:25]([OH:26])[CH2:24][N:11]3[C:8]4[CH2:9][CH2:10][N:5]([S:2]([CH3:1])(=[O:4])=[O:3])[CH2:6][C:7]=4[C:13]([C:14]4[CH:19]=[CH:18][C:17]([C:20]([F:23])([F:21])[F:22])=[CH:16][CH:15]=4)=[N:12]3)[CH2:40][CH2:39]2)=[CH:31][CH:30]=1, predict the reactants needed to synthesize it. The reactants are: [CH3:1][S:2]([N:5]1[CH2:10][CH2:9][C:8]2[N:11]([CH2:24][CH:25]3[CH2:27][O:26]3)[N:12]=[C:13]([C:14]3[CH:19]=[CH:18][C:17]([C:20]([F:23])([F:22])[F:21])=[CH:16][CH:15]=3)[C:7]=2[CH2:6]1)(=[O:4])=[O:3].[Cl:28][C:29]1[CH:37]=[C:36]2[C:32]([CH:33]=[CH:34][N:35]2[CH:38]2[CH2:43][CH2:42][NH:41][CH2:40][CH2:39]2)=[CH:31][CH:30]=1. (2) Given the product [CH3:57][CH:56]([CH3:58])[C@H:51]([N:46]1[CH2:45][C:44]2[C:48](=[CH:49][C:41]([C:38]3[CH:37]=[CH:36][C:35]([NH:34][C:62](=[O:63])[C:61]4[C:65]([CH3:70])=[CH:66][C:67]([CH3:69])=[CH:68][C:60]=4[CH3:59])=[CH:40][CH:39]=3)=[CH:42][CH:43]=2)[C:47]1=[O:50])[C:52]([O:54][CH3:55])=[O:53], predict the reactants needed to synthesize it. The reactants are: C(NC1C=CC(C2C=C3C(CN([C@@H](C(C)C)C(OC)=O)C3=O)=CC=2)=CC=1)(=O)C1C=CC=CC=1.[NH2:34][C:35]1[CH:40]=[CH:39][C:38]([C:41]2[CH:49]=[C:48]3[C:44]([CH2:45][N:46]([C@@H:51]([CH:56]([CH3:58])[CH3:57])[C:52]([O:54][CH3:55])=[O:53])[C:47]3=[O:50])=[CH:43][CH:42]=2)=[CH:37][CH:36]=1.[CH3:59][C:60]1[CH:68]=[C:67]([CH3:69])[CH:66]=[C:65]([CH3:70])[C:61]=1[C:62](Cl)=[O:63]. (3) Given the product [CH2:88]([O:67][C:64](=[O:66])[CH:52]([CH3:51])[CH2:53][P:75]([CH2:84][CH2:85][NH:86][C:25]([C:18]1[C:19]2[CH:20]=[CH:21][CH:22]=[N:23][C:24]=2[C:15]([O:14][CH:1]([C:2]2[CH:7]=[CH:6][CH:5]=[CH:4][CH:3]=2)[C:8]2[CH:13]=[CH:12][CH:11]=[CH:10][CH:9]=2)=[C:16]2[C:30](=[O:31])[N:29]([CH2:32][C:33]3[CH:34]=[CH:35][C:36]([F:39])=[CH:37][CH:38]=3)[CH2:28][C:17]=12)=[O:26])([O:77][C:78]1[CH:79]=[CH:80][CH:81]=[CH:82][CH:83]=1)=[O:76])[CH3:89], predict the reactants needed to synthesize it. The reactants are: [CH:1]([O:14][C:15]1[C:24]2[N:23]=[CH:22][CH:21]=[CH:20][C:19]=2[C:18]([C:25](O)=[O:26])=[C:17]2[CH2:28][N:29]([CH2:32][C:33]3[CH:38]=[CH:37][C:36]([F:39])=[CH:35][CH:34]=3)[C:30](=[O:31])[C:16]=12)([C:8]1[CH:13]=[CH:12][CH:11]=[CH:10][CH:9]=1)[C:2]1[CH:7]=[CH:6][CH:5]=[CH:4][CH:3]=1.CN(C(ON1N=NC2[CH:51]=[CH:52][CH:53]=NC1=2)=[N+](C)C)C.F[P-](F)(F)(F)(F)F.[C:64]([OH:67])(=[O:66])C.C(OC(=O)C(O[P:75]([CH2:84][CH2:85][NH2:86])([O:77][C:78]1[CH:83]=[CH:82][CH:81]=[CH:80][CH:79]=1)=[O:76])C)C.[CH3:88][CH2:89]N(C(C)C)C(C)C. (4) Given the product [Cl:24][C:25]1[CH:33]=[C:32]([Cl:34])[CH:31]=[CH:30][C:26]=1[C:27]([N:11]([C:5]1[CH:6]=[CH:7][C:8]([O:9][CH3:10])=[C:3]([O:2][CH3:1])[CH:4]=1)[C:12]1[S:13][C:14]2[CH:20]=[C:19]([N+:21]([O-:23])=[O:22])[CH:18]=[CH:17][C:15]=2[N:16]=1)=[O:28], predict the reactants needed to synthesize it. The reactants are: [CH3:1][O:2][C:3]1[CH:4]=[C:5]([NH:11][C:12]2[S:13][C:14]3[CH:20]=[C:19]([N+:21]([O-:23])=[O:22])[CH:18]=[CH:17][C:15]=3[N:16]=2)[CH:6]=[CH:7][C:8]=1[O:9][CH3:10].[Cl:24][C:25]1[CH:33]=[C:32]([Cl:34])[CH:31]=[CH:30][C:26]=1[C:27](Cl)=[O:28]. (5) The reactants are: [NH2:1][C:2]1[N:7]=[C:6]([C:8]2[C:9]([Cl:21])=[CH:10][C:11]3[CH2:12]O[CH2:14][C:15]4[C:20]=3[C:19]=2[CH:18]=[CH:17][CH:16]=4)[N:5]=[C:4]([S:22][CH2:23][CH2:24][CH2:25][C:26]([NH2:28])=[O:27])[N:3]=1.B(Br)(Br)Br.O.O.O.O.O.O.O.O.O.[S-2:42].[Na+].[Na+].C(N(C(C)C)C(C)C)C. Given the product [NH2:1][C:2]1[N:7]=[C:6]([C:8]2[C:19]3[C:20]4[C:11]([CH2:12][S:42][CH2:14][C:15]=4[CH:16]=[CH:17][CH:18]=3)=[CH:10][C:9]=2[Cl:21])[N:5]=[C:4]([S:22][CH2:23][CH2:24][CH2:25][C:26]([NH2:28])=[O:27])[N:3]=1, predict the reactants needed to synthesize it.